Task: Predict the product of the given reaction.. Dataset: Forward reaction prediction with 1.9M reactions from USPTO patents (1976-2016) (1) Given the reactants [NH2:1]/[C:2](/[C:20]1[CH:25]=[CH:24][CH:23]=[CH:22][N:21]=1)=[N:3]\[NH:4][C:5]([CH:7]1[CH2:12][CH2:11][N:10]([C:13]([O:15][C:16]([CH3:19])([CH3:18])[CH3:17])=[O:14])[CH2:9][CH2:8]1)=O, predict the reaction product. The product is: [N:21]1[CH:22]=[CH:23][CH:24]=[CH:25][C:20]=1[C:2]1[NH:3][N:4]=[C:5]([CH:7]2[CH2:12][CH2:11][N:10]([C:13]([O:15][C:16]([CH3:19])([CH3:18])[CH3:17])=[O:14])[CH2:9][CH2:8]2)[N:1]=1. (2) The product is: [ClH:34].[CH3:1][O:2][C:3]1[CH:8]=[CH:7][C:6]([C:9]2[CH:14]=[CH:13][N:12]=[C:11]3[NH:15][C:16]([C:18]4[CH:23]=[CH:22][C:21]([CH2:24][N:26]5[CH2:31][CH2:30][CH2:29][CH2:28][CH2:27]5)=[CH:20][CH:19]=4)=[N:17][C:10]=23)=[CH:5][CH:4]=1. Given the reactants [CH3:1][O:2][C:3]1[CH:8]=[CH:7][C:6]([C:9]2[CH:14]=[CH:13][N:12]=[C:11]3[NH:15][C:16]([C:18]4[CH:23]=[CH:22][C:21]([C:24]([N:26]5[CH2:31][CH2:30][CH2:29][CH2:28][CH2:27]5)=O)=[CH:20][CH:19]=4)=[N:17][C:10]=23)=[CH:5][CH:4]=1.CO.[ClH:34], predict the reaction product.